Task: Binary Classification. Given a miRNA mature sequence and a target amino acid sequence, predict their likelihood of interaction.. Dataset: Experimentally validated miRNA-target interactions with 360,000+ pairs, plus equal number of negative samples (1) The miRNA is hsa-miR-548c-3p with sequence CAAAAAUCUCAAUUACUUUUGC. The protein sequence of the target gene is MEGRPPPEGRPPPRPRTGRAPRGRRRAVFAAVLHWSHITHLFENDRHFSHLSTLEREMAFRTEMGLYYSYFKTIVEAPSFLNGVWMIMNDKLTEYPLVINTLKRFNLYPEVILASWYRIYTKIMDLIGIQTKICWTVTRGEGLSPIESCEGLGDPACFYVAVIFILNGLMMALFFIYGTYLSGSRLGGLVTVLCFFFNHGECTRVMWTPPLRESFSYPFLVLQMLLVTHILRATKLYRGSLIALCISNVFFMLPWQFAQFVLLTQIASLFAVYVVGYIDICKLRKIIYIHMISLALCFVL.... Result: 1 (interaction). (2) The miRNA is hsa-miR-4516 with sequence GGGAGAAGGGUCGGGGC. The protein sequence of the target gene is MPPQLSDGLNYSAKIVRGSLDSLPQAVRSFVESSAKLCRPDQVHICDGSEEENRQLLSHMEEEGVIKRLKKYDNCWLALTDPRDVARIESKTVIITREQRDTVPIPKNGLSQLGRWMSEEDFEKAFNIRFPGCMKGRTMYVIPFSMGPLGSPLSKIGIELTDSPYVVTSMRIMTRMGTSVLEALGDGEFVKCLHSVGCPLPLKKPLVNNWACNPELTLIAHLPDRREIISFGSGYGGNSLLGKKCFALRMASRLAKEEGWLAEHMLILGITNPKGQKKYFAAAFPSACGKTNLAMMNPTL.... Result: 0 (no interaction). (3) The miRNA is mmu-miR-804 with sequence UGUGAGUUGUUCCUCACCUGGA. The protein sequence of the target gene is MPSSLFADLERNGSGGGGGGSSGGGETLDDQRALQLALDQLSLLGLDSDEGASLYDSEPRKKSVNMTECVPVPSSEHVAEIVGRQGCKIKALRAKTNTYIKTPVRGEEPVFVVTGRKEDVAMARREIISAAEHFSMIRASRNKNTALNGAVPGPPNLPGQTTIQVRVPYRVVGLVVGPKGATIKRIQQQTHTYIVTPSRDKEPVFEVTGMPENVDRAREEIEAHIALRTGGIIELTDENDFHANGTDVGFDLHHGSGGSGPGSLWSKPTPSITPTPGRKPFSSYRNDSSSSLGSASTDSY.... Result: 0 (no interaction). (4) The miRNA is hsa-miR-376c-5p with sequence GGUGGAUAUUCCUUCUAUGUU. The protein sequence of the target gene is MKRAHPEYSSSDSELDETIEVEKESADENGNLSSALGSMSPTTSSQILARKRRRGIIEKRRRDRINNSLSELRRLVPSAFEKQGSAKLEKAEILQMTVDHLKMLHTAGGKGYFDAHALAMDYRSLGFRECLAEVARYLSIIEGLDASDPLRVRLVSHLNNYASQREAASGAHAGLGHIPWGTVFGHHPHIAHPLLLPQNGHGNAGTTASPTEPHHQGRLGSAHPEAPALRAPPSGSLGPVLPVVTSASKLSPPLLSSVASLSAFPFSFGSFHLLSPNALSPSAPTQAANLGKPYRPWGTE.... Result: 0 (no interaction). (5) The miRNA is mmu-miR-5130 with sequence CUGGAGCGCGCGGGCGAGGCAGGC. The protein sequence of the target gene is MNSVRAANRRPRRVSRPRPVQQQQQQPPQQPPPQPPQQQPPPQPPQQPPQQQPPPPPQQQPPPPPPPPPPPPQDRNNAGERDDVPADMVAEESGPGAQNSPYQLRRKTLLPKRTACPTKSSMEGASTSTTENFGHRAKRARVSGKSQDLSAAPAEQYLQEKLPDEVVLKIFSYLLEQDLCRAACVCKRFSELANDPILWKRLYMEVFEYTRPMMHPEPGKFYQINPEEYEHPNPWKESFQQLYKGAHVKPGFAEHFYSNPARYKGRENMLYYDTIEDALGGVQEAHFDGLIFVHSGIYTD.... Result: 0 (no interaction). (6) The miRNA is hsa-miR-33a-3p with sequence CAAUGUUUCCACAGUGCAUCAC. The protein sequence of the target gene is MSFFQLLMKRKELIPLVVFMTVAAGGASSFAVYSLWKTDVILDRKKNPEPWETVDPTVPQKLITINQQWKPIEELQNVQRVTK. Result: 1 (interaction). (7) The miRNA is hsa-miR-5004-5p with sequence UGAGGACAGGGCAAAUUCACGA. The protein sequence of the target gene is MSYPGYPPPPGGYPPAAPGGGPWGGAAYPPPPSMPPIGLDNVATYAGQFNQDYLSGMAANMSGTFGGANMPNLYPGAPGAGYPPVPPGGFGQPPSAQQPVPPYGMYPPPGGNPPSRMPSYPPYPGAPVPGQPMPPPGQQPPGAYPGQPPVTYPGQPPVPLPGQQQPVPSYPGYPGSGTVTPAVPPTQFGSRGTITDAPGFDPLRDAEVLRKAMKGFGTDEQAIIDCLGSRSNKQRQQILLSFKTAYGKDLIKDLKSELSGNFEKTILALMKTPVLFDIYEIKEAIKGVGTDEACLIEILA.... Result: 1 (interaction). (8) The miRNA is hsa-miR-7854-3p with sequence UGAGGUGACCGCAGAUGGGAA. The protein sequence of the target gene is MPRYGASLRQSCPRSGREQGQDGTAGAPGLLWMGLVLALALALALALALSDSRVLWAPAEAHPLSPQGHPARLHRIVPRLRDVFGWGNLTCPICKGLFTAINLGLKKEPNVARVGSVAIKLCNLLKIAPPAVCQSIVHLFEDDMVEVWRRSVLSPSEACGLLLGSTCGHWDIFSSWNISLPTVPKPPPKPPSPPAPGAPVSRILFLTDLHWDHDYLEGTDPDCADPLCCRRGSGLPPASRPGAGYWGEYSKCDLPLRTLESLLSGLGPAGPFDMVYWTGDIPAHDVWHQTRQDQLRALTT.... Result: 0 (no interaction). (9) The miRNA is rno-miR-218a-5p with sequence UUGUGCUUGAUCUAACCAUGU. The protein sequence of the target gene is MIPTFTALLCLGLSLGPRTHMQAGPLPKPTLWAEPGSVISWGNSVTIWCQGTLEAREYRLDKEESPAPWDRQNPLEPKNKARFSIPSMTEDYAGRYRCYYRSPVGWSQPSDPLELVMTGAYSKPTLSALPSPLVTSGKSVTLLCQSRSPMDTFLLIKERAAHPLLHLRSEHGAQQHQAEFPMSPVTSVHGGTYRCFSSHGFSHYLLSHPSDPLELIVSGSLEDPRPSPTRSVSTAAGPEDQPLMPTGSVPHSGLRRHWEVLIGVLVVSILLLSLLLFLLLQHWRQGKHRTLAQRQADFQR.... Result: 0 (no interaction). (10) The miRNA is hsa-miR-1281 with sequence UCGCCUCCUCCUCUCCC. The protein sequence of the target gene is MGIRGLMSFVEDHSNEFFTDLKLRDTKIVIDGYALFHRLCFSSNLDLRYGGDYDSFADVVQKFFESLFACNICPYVVLDGGCDISDKKLTTLKDRAREKIQMAHSLSVGGSGYVCPLLIREVFIQVLIKLRVCFVQCFSEADRDIMTLANHWNCPVLSSDSDFCIFDLKTGFCPLNSFQWRNMNTIKGTQNYIPAKCFSLDAFCHHFSNMNKALLPLFAVLCGNDHVNLPIMETFLSKARLPLGATSSKGRRHHRILGLLNWLSHFANPTEALDNVLKYLPKKDRENVKELLCCSMEEYQ.... Result: 0 (no interaction).